From a dataset of NCI-60 drug combinations with 297,098 pairs across 59 cell lines. Regression. Given two drug SMILES strings and cell line genomic features, predict the synergy score measuring deviation from expected non-interaction effect. Drug 1: CC1=CC=C(C=C1)C2=CC(=NN2C3=CC=C(C=C3)S(=O)(=O)N)C(F)(F)F. Drug 2: C1C(C(OC1N2C=NC3=C2NC=NCC3O)CO)O. Cell line: 786-0. Synergy scores: CSS=0.585, Synergy_ZIP=0.962, Synergy_Bliss=2.59, Synergy_Loewe=0.315, Synergy_HSA=0.448.